Dataset: Forward reaction prediction with 1.9M reactions from USPTO patents (1976-2016). Task: Predict the product of the given reaction. (1) Given the reactants Br[C:2]1[N:3]=[C:4]([N:7]2[CH2:12][CH2:11][CH:10]([NH:13][CH2:14][CH2:15][OH:16])[CH2:9][CH2:8]2)[S:5][CH:6]=1.[CH3:17][C:18]1([CH3:38])[C:27]2[C:22](=[CH:23][C:24](B3OC(C)(C)C(C)(C)O3)=[CH:25][CH:26]=2)[C:21](=[O:37])[CH2:20][CH2:19]1, predict the reaction product. The product is: [OH:16][CH2:15][CH2:14][NH:13][CH:10]1[CH2:11][CH2:12][N:7]([C:4]2[S:5][CH:6]=[C:2]([C:24]3[CH:23]=[C:22]4[C:27]([C:18]([CH3:38])([CH3:17])[CH2:19][CH2:20][C:21]4=[O:37])=[CH:26][CH:25]=3)[N:3]=2)[CH2:8][CH2:9]1. (2) The product is: [CH2:35]([NH:39][C:40]1[N:45]=[C:44]([C:46]2[O:48][N:23]=[C:19]([C:17]3[CH:18]=[C:3]([CH3:1])[C:4]([O:5][CH2:6][CH:7]([OH:14])[CH2:8][NH:9][C:10](=[O:13])[CH2:11][OH:12])=[C:15]([CH3:34])[CH:16]=3)[N:20]=2)[CH:43]=[C:42]([CH3:49])[N:41]=1)[CH:36]([CH3:37])[CH3:38]. Given the reactants [CH2:1]([C:3]1[CH:18]=[C:17]([C:19]2[N:23]=C(C3C=C(C)N=C(NCC)N=3)O[N:20]=2)[CH:16]=[C:15]([CH3:34])[C:4]=1[O:5][CH2:6][C@@H:7]([OH:14])[CH2:8][NH:9][C:10](=[O:13])[CH2:11][OH:12])C.[CH2:35]([NH:39][C:40]1[N:45]=[C:44]([C:46]([OH:48])=O)[CH:43]=[C:42]([CH3:49])[N:41]=1)[CH:36]([CH3:38])[CH3:37].OCC(NCC(O)COC1C(C)=CC(C(=N)NO)=CC=1C)=O, predict the reaction product. (3) Given the reactants [NH:1]1[CH:5]=[CH:4][CH:3]=[N:2]1.[H-].[Na+].Br[C:9]1[N:13]([CH2:14][C:15]2[CH:20]=[CH:19][CH:18]=[CH:17][C:16]=2[F:21])[N:12]=[C:11]([C:22]2[CH:27]=[CH:26][CH:25]=[CH:24][N:23]=2)[N:10]=1.O, predict the reaction product. The product is: [F:21][C:16]1[CH:17]=[CH:18][CH:19]=[CH:20][C:15]=1[CH2:14][N:13]1[C:9]([N:1]2[CH:5]=[CH:4][CH:3]=[N:2]2)=[N:10][C:11]([C:22]2[CH:27]=[CH:26][CH:25]=[CH:24][N:23]=2)=[N:12]1. (4) Given the reactants [CH3:1][C:2]1[C:10]([CH3:12])([CH3:11])[C:9]2[C:4](=[CH:5][CH:6]=[C:7]([CH2:13][N:14]3[C:22](=[O:23])[C:21]4[C:16](=[CH:17][CH:18]=[CH:19][CH:20]=4)[C:15]3=[O:24])[CH:8]=2)[N:3]=1.C(O)C.[Cl:28]([OH:32])(=[O:31])(=[O:30])=[O:29], predict the reaction product. The product is: [Cl:28]([O-:32])(=[O:31])(=[O:30])=[O:29].[O:24]=[C:15]1[C:16]2[C:21](=[CH:20][CH:19]=[CH:18][CH:17]=2)[C:22](=[O:23])[N:14]1[CH2:13][C:7]1[CH:8]=[C:9]2[C:4](=[CH:5][CH:6]=1)[NH+:3]=[C:2]([CH3:1])[C:10]2([CH3:12])[CH3:11]. (5) The product is: [O:34]=[C:7]1[CH2:9][CH2:1][CH2:2][N:3]1[C:4]1[CH:5]=[CH:22][C:23]([C:18]([NH:47][CH2:48][C:49](=[O:50])[N:51]2[CH2:52][CH2:53][CH:54]([O:57][C:58]3[CH:63]=[CH:62][CH:61]=[C:60]([C:64]([F:67])([F:65])[F:66])[CH:59]=3)[CH2:55][CH2:56]2)=[O:19])=[CH:21][CH:6]=1. Given the reactants [CH3:1][CH2:2][N:3]([CH:7]([CH3:9])C)[CH:4]([CH3:6])[CH3:5].C1(N2C=C([C:18](O)=[O:19])N=N2)CC1.[CH:21]1(N)[CH2:23][CH2:22]1.C1C=CC2N([OH:34])N=NC=2C=1.CCN=C=NCCCN(C)C.Cl.[NH2:47][CH2:48][C:49]([N:51]1[CH2:56][CH2:55][CH:54]([O:57][C:58]2[CH:63]=[CH:62][CH:61]=[C:60]([C:64]([F:67])([F:66])[F:65])[CH:59]=2)[CH2:53][CH2:52]1)=[O:50], predict the reaction product. (6) Given the reactants C1(S(CC2C(C(OCC)=O)=C(O)C([C:23]3[CH:27]=[CH:26][O:25][CH:24]=3)=CC=2)(=O)=O)C=CC=CC=1.Br[C:29]1(OC)[CH:38]=[CH:37][C:36]([CH2:39][S:40]([C:43]2[CH:48]=[CH:47][CH:46]=[CH:45][C:44]=2[Cl:49])(=[O:42])=[O:41])=[C:31]([C:32]([O:34][CH3:35])=[O:33])[CH2:30]1.[O:52]1C=CC(B(O)O)=[CH:53]1, predict the reaction product. The product is: [Cl:49][C:44]1[CH:45]=[CH:46][CH:47]=[CH:48][C:43]=1[S:40]([CH2:39][C:36]1[C:31]([C:32]([O:34][CH3:35])=[O:33])=[C:30]([O:52][CH3:53])[C:29]([C:23]2[CH:27]=[CH:26][O:25][CH:24]=2)=[CH:38][CH:37]=1)(=[O:41])=[O:42].